From a dataset of Full USPTO retrosynthesis dataset with 1.9M reactions from patents (1976-2016). Predict the reactants needed to synthesize the given product. (1) Given the product [Br:21][CH:26]([N:25]1[CH:16]=[CH:17][CH:18]=[CH:19][CH2:14]1)[CH3:27], predict the reactants needed to synthesize it. The reactants are: [C:18]1(P([C:14]2[CH:19]=[CH:18][CH:17]=[CH:16]C=2)[C:18]2[CH:19]=[CH:14]C=[CH:16][CH:17]=2)[CH:19]=[CH:14]C=[CH:16][CH:17]=1.C(Br)(Br)(Br)[Br:21].[N:25]1C=CC(C(O)C)=[CH:27][CH:26]=1.C(=O)([O-])O.[Na+]. (2) Given the product [CH2:26]([O:27][C:28](=[O:29])[C:30]([CH3:32])([CH3:31])[C:33]([C:7]1[CH:16]=[CH:15][C:14]2[C:9](=[CH:10][CH:11]=[C:12]([O:17][Si:18]([C:21]([CH3:24])([CH3:23])[CH3:22])([CH3:20])[CH3:19])[CH:13]=2)[CH:8]=1)=[O:34])[CH3:25], predict the reactants needed to synthesize it. The reactants are: C([Li])(C)(C)C.Br[C:7]1[CH:8]=[C:9]2[C:14](=[CH:15][CH:16]=1)[CH:13]=[C:12]([O:17][Si:18]([C:21]([CH3:24])([CH3:23])[CH3:22])([CH3:20])[CH3:19])[CH:11]=[CH:10]2.[CH3:25][CH2:26][O:27][C:28]([C:30]([C:33](OCC)=[O:34])([CH3:32])[CH3:31])=[O:29]. (3) The reactants are: Br[C:2]1[CH:3]=[C:4]([C:27]([NH2:29])=[O:28])[C:5]2[NH:6][C:7]3[C:12]([C:13]=2[CH:14]=1)=[CH:11][CH:10]=[C:9]([C:15]1[CH:16]=[N:17][C:18]([N:21]2[CH2:26][CH2:25][O:24][CH2:23][CH2:22]2)=[CH:19][CH:20]=1)[CH:8]=3.[Cl:30][C:31]1[CH:43]=[C:42](B2OC(C)(C)C(C)(C)O2)[CH:41]=[CH:40][C:32]=1[CH2:33][N:34]1[CH2:39][CH2:38][O:37][CH2:36][CH2:35]1. Given the product [Cl:30][C:31]1[CH:43]=[C:42]([C:2]2[CH:3]=[C:4]([C:27]([NH2:29])=[O:28])[C:5]3[NH:6][C:7]4[C:12]([C:13]=3[CH:14]=2)=[CH:11][CH:10]=[C:9]([C:15]2[CH:16]=[N:17][C:18]([N:21]3[CH2:22][CH2:23][O:24][CH2:25][CH2:26]3)=[CH:19][CH:20]=2)[CH:8]=4)[CH:41]=[CH:40][C:32]=1[CH2:33][N:34]1[CH2:35][CH2:36][O:37][CH2:38][CH2:39]1, predict the reactants needed to synthesize it.